From a dataset of NCI-60 drug combinations with 297,098 pairs across 59 cell lines. Regression. Given two drug SMILES strings and cell line genomic features, predict the synergy score measuring deviation from expected non-interaction effect. (1) Drug 1: C1C(C(OC1N2C=NC(=NC2=O)N)CO)O. Drug 2: CC1CCCC2(C(O2)CC(NC(=O)CC(C(C(=O)C(C1O)C)(C)C)O)C(=CC3=CSC(=N3)C)C)C. Cell line: HCT116. Synergy scores: CSS=67.4, Synergy_ZIP=2.16, Synergy_Bliss=1.30, Synergy_Loewe=1.09, Synergy_HSA=3.91. (2) Drug 1: CC12CCC3C(C1CCC2=O)CC(=C)C4=CC(=O)C=CC34C. Drug 2: C#CCC(CC1=CN=C2C(=N1)C(=NC(=N2)N)N)C3=CC=C(C=C3)C(=O)NC(CCC(=O)O)C(=O)O. Cell line: T-47D. Synergy scores: CSS=14.8, Synergy_ZIP=-8.66, Synergy_Bliss=-3.02, Synergy_Loewe=-3.08, Synergy_HSA=-3.10. (3) Drug 1: CC1=C(C=C(C=C1)C(=O)NC2=CC(=CC(=C2)C(F)(F)F)N3C=C(N=C3)C)NC4=NC=CC(=N4)C5=CN=CC=C5. Drug 2: CC1CCCC2(C(O2)CC(NC(=O)CC(C(C(=O)C(C1O)C)(C)C)O)C(=CC3=CSC(=N3)C)C)C. Cell line: IGROV1. Synergy scores: CSS=28.3, Synergy_ZIP=4.99, Synergy_Bliss=4.63, Synergy_Loewe=-15.1, Synergy_HSA=2.97. (4) Drug 1: CC=C1C(=O)NC(C(=O)OC2CC(=O)NC(C(=O)NC(CSSCCC=C2)C(=O)N1)C(C)C)C(C)C. Drug 2: CCN(CC)CCNC(=O)C1=C(NC(=C1C)C=C2C3=C(C=CC(=C3)F)NC2=O)C. Cell line: SN12C. Synergy scores: CSS=59.5, Synergy_ZIP=-4.63, Synergy_Bliss=-6.73, Synergy_Loewe=-5.13, Synergy_HSA=-4.06. (5) Drug 1: CC(C)(C#N)C1=CC(=CC(=C1)CN2C=NC=N2)C(C)(C)C#N. Drug 2: C1CNP(=O)(OC1)N(CCCl)CCCl. Cell line: HS 578T. Synergy scores: CSS=1.48, Synergy_ZIP=0.767, Synergy_Bliss=1.43, Synergy_Loewe=0.386, Synergy_HSA=0.387. (6) Drug 1: C1C(C(OC1N2C=NC(=NC2=O)N)CO)O. Drug 2: CC1CCCC2(C(O2)CC(NC(=O)CC(C(C(=O)C(C1O)C)(C)C)O)C(=CC3=CSC(=N3)C)C)C. Cell line: MDA-MB-231. Synergy scores: CSS=29.3, Synergy_ZIP=-3.66, Synergy_Bliss=-3.81, Synergy_Loewe=-9.73, Synergy_HSA=-0.488.